Dataset: Forward reaction prediction with 1.9M reactions from USPTO patents (1976-2016). Task: Predict the product of the given reaction. (1) Given the reactants [O:1]1[C:5]2[C:6]([OH:10])=[CH:7][CH:8]=[CH:9][C:4]=2[CH:3]=[CH:2]1, predict the reaction product. The product is: [O:1]1[C:5]2[C:6]([OH:10])=[CH:7][CH:8]=[CH:9][C:4]=2[CH2:3][CH2:2]1. (2) Given the reactants [CH3:1][C@:2]1([CH2:14][OH:15])[O:7][C:6]2=[N:8][C:9]([N+:11]([O-:13])=[O:12])=[CH:10][N:5]2[CH2:4][CH2:3]1.[Br:16][C:17]1[CH:24]=[CH:23][C:20]([CH2:21]Br)=[CH:19][CH:18]=1.[H-].[Na+], predict the reaction product. The product is: [Br:16][C:17]1[CH:24]=[CH:23][C:20]([CH2:21][O:15][CH2:14][C@@:2]2([CH3:1])[O:7][C:6]3=[N:8][C:9]([N+:11]([O-:13])=[O:12])=[CH:10][N:5]3[CH2:4][CH2:3]2)=[CH:19][CH:18]=1. (3) Given the reactants [NH2:1][C:2]1[N:6]([C:7]2[CH:15]=[CH:14][C:10]([C:11]([OH:13])=O)=[C:9]([CH3:16])[CH:8]=2)[N:5]=[C:4]([C:17]([F:20])([F:19])[F:18])[C:3]=1[C:21]1[CH:26]=[C:25]([Cl:27])[CH:24]=[C:23]([Cl:28])[CH:22]=1.Cl.C(N=C=NCCCN(C)C)C.O[N:42]1[C:46]2[CH:47]=[CH:48][CH:49]=[CH:50][C:45]=2[N:44]=N1.C(N(CC)CC)C.NCC1C=CC=CN=1, predict the reaction product. The product is: [NH2:1][C:2]1[N:6]([C:7]2[CH:15]=[CH:14][C:10]([C:11]([NH:44][CH2:45][C:50]3[CH:49]=[CH:48][CH:47]=[CH:46][N:42]=3)=[O:13])=[C:9]([CH3:16])[CH:8]=2)[N:5]=[C:4]([C:17]([F:20])([F:19])[F:18])[C:3]=1[C:21]1[CH:22]=[C:23]([Cl:28])[CH:24]=[C:25]([Cl:27])[CH:26]=1. (4) Given the reactants Cl.Cl.[N:3]1([CH2:9][CH2:10][CH2:11][O:12][C:13]2[CH:22]=[C:21]3[C:16]([CH2:17][CH2:18][NH:19][CH2:20]3)=[CH:15][CH:14]=2)[CH2:8][CH2:7][CH2:6][CH2:5][CH2:4]1.CCN(CC)CC.[F:30][C:31]1[CH:36]=[CH:35][C:34]([S:37]([Cl:40])(=[O:39])=[O:38])=[CH:33][CH:32]=1, predict the reaction product. The product is: [ClH:40].[F:30][C:31]1[CH:36]=[CH:35][C:34]([S:37]([N:19]2[CH2:18][CH2:17][C:16]3[C:21](=[CH:22][C:13]([O:12][CH2:11][CH2:10][CH2:9][N:3]4[CH2:8][CH2:7][CH2:6][CH2:5][CH2:4]4)=[CH:14][CH:15]=3)[CH2:20]2)(=[O:39])=[O:38])=[CH:33][CH:32]=1.